From a dataset of Forward reaction prediction with 1.9M reactions from USPTO patents (1976-2016). Predict the product of the given reaction. (1) Given the reactants [CH3:1][C:2]1[CH:7]=[CH:6][C:5]([S:8]([O:11][CH2:12][C@H:13]([F:27])[CH2:14][CH2:15]OS(C2C=CC(C)=CC=2)(=O)=O)(=[O:10])=[O:9])=[CH:4][CH:3]=1.[C-:28]#[N:29].[K+], predict the reaction product. The product is: [CH3:1][C:2]1[CH:3]=[CH:4][C:5]([S:8]([O:11][CH2:12][C@H:13]([F:27])[CH2:14][CH2:15][C:28]#[N:29])(=[O:9])=[O:10])=[CH:6][CH:7]=1. (2) Given the reactants [F:1][C:2]1[CH:3]=[C:4]2[C:8](=[CH:9][CH:10]=1)[N:7]([CH2:11][CH2:12][CH2:13][N:14]([CH2:22][C@@H:23]1[O:37][C:27]3=[C:28]4[C:33](=[CH:34][CH:35]=[C:26]3[O:25][CH2:24]1)[N:32]=[C:31]([CH3:36])[CH:30]=[CH:29]4)C(=O)OC(C)(C)C)[CH2:6][CH2:5]2.C(O)(C(F)(F)F)=O, predict the reaction product. The product is: [F:1][C:2]1[CH:3]=[C:4]2[C:8](=[CH:9][CH:10]=1)[N:7]([CH2:11][CH2:12][CH2:13][NH:14][CH2:22][C@@H:23]1[O:37][C:27]3=[C:28]4[C:33](=[CH:34][CH:35]=[C:26]3[O:25][CH2:24]1)[N:32]=[C:31]([CH3:36])[CH:30]=[CH:29]4)[CH2:6][CH2:5]2. (3) Given the reactants [BH4-].[Na+].CO.[O:5]1[CH2:10][CH2:9][CH:8]([CH2:11][NH:12][C:13]([C:15]2[C:19]([CH:20]=[O:21])=[C:18]([CH2:22][O:23][CH2:24][C:25]3[CH:34]=[CH:33][C:32]4[C:27](=[CH:28][CH:29]=[CH:30][CH:31]=4)[CH:26]=3)[O:17][N:16]=2)=[O:14])[CH2:7][CH2:6]1, predict the reaction product. The product is: [O:5]1[CH2:10][CH2:9][CH:8]([CH2:11][NH:12][C:13]([C:15]2[C:19]([CH2:20][OH:21])=[C:18]([CH2:22][O:23][CH2:24][C:25]3[CH:34]=[CH:33][C:32]4[C:27](=[CH:28][CH:29]=[CH:30][CH:31]=4)[CH:26]=3)[O:17][N:16]=2)=[O:14])[CH2:7][CH2:6]1. (4) Given the reactants [NH:1]1[CH:5]=[N:4][CH:3]=[N:2]1.[H-].[Na+].Br[C:9]1[O:13][C:12]2[C:14]([O:20]C(=O)C)=[C:15]([O:18][CH3:19])[CH:16]=[CH:17][C:11]=2[C:10]=1[C:24](=[O:37])[C:25]1[CH:30]=[C:29]([O:31][CH3:32])[C:28]([O:33][CH3:34])=[C:27]([O:35][CH3:36])[CH:26]=1, predict the reaction product. The product is: [N:1]1([C:9]2[O:13][C:12]3[C:14]([OH:20])=[C:15]([O:18][CH3:19])[CH:16]=[CH:17][C:11]=3[C:10]=2[C:24](=[O:37])[C:25]2[CH:26]=[C:27]([O:35][CH3:36])[C:28]([O:33][CH3:34])=[C:29]([O:31][CH3:32])[CH:30]=2)[CH:5]=[N:4][CH:3]=[N:2]1. (5) Given the reactants C(OC([N:8]1[CH2:13][CH2:12][N:11]([C:14]2[C:19]([Br:20])=[CH:18][N:17]=[C:16]3[NH:21][C:22]([C:24]4[CH:29]=[CH:28][C:27]([N:30]([CH3:32])[CH3:31])=[CH:26][CH:25]=4)=[N:23][C:15]=23)[CH2:10][CH2:9]1)=O)(C)(C)C.C(O)(C(F)(F)F)=O, predict the reaction product. The product is: [Br:20][C:19]1[C:14]([N:11]2[CH2:10][CH2:9][NH:8][CH2:13][CH2:12]2)=[C:15]2[N:23]=[C:22]([C:24]3[CH:29]=[CH:28][C:27]([N:30]([CH3:32])[CH3:31])=[CH:26][CH:25]=3)[NH:21][C:16]2=[N:17][CH:18]=1. (6) The product is: [CH2:10]([S:13]([C:2]1[CH:9]=[CH:8][C:5]([CH:6]=[O:7])=[CH:4][CH:3]=1)(=[O:15])=[O:14])[CH2:11][CH3:12]. Given the reactants F[C:2]1[CH:9]=[CH:8][C:5]([CH:6]=[O:7])=[CH:4][CH:3]=1.[CH2:10]([S:13]([O-:15])=[O:14])[CH2:11][CH3:12].[Na+].C(OCC)(=O)C, predict the reaction product. (7) Given the reactants [F:1][C:2]1[CH:7]=[CH:6][CH:5]=[C:4]([F:8])[C:3]=1[N:9]1[C:14]2[N:15]=[C:16]([NH:27][CH2:28][CH2:29][NH2:30])[N:17]=[C:18]([C:19]3[CH:24]=[CH:23][C:22]([F:25])=[CH:21][C:20]=3[CH3:26])[C:13]=2[CH:12]=[CH:11][C:10]1=[O:31].[CH:32]1([N:38]=[C:39]=[O:40])[CH2:37][CH2:36][CH2:35][CH2:34][CH2:33]1, predict the reaction product. The product is: [F:1][C:2]1[CH:7]=[CH:6][CH:5]=[C:4]([F:8])[C:3]=1[N:9]1[C:14]2[N:15]=[C:16]([NH:27][CH2:28][CH2:29][NH:30][C:39]([NH:38][CH:32]3[CH2:37][CH2:36][CH2:35][CH2:34][CH2:33]3)=[O:40])[N:17]=[C:18]([C:19]3[CH:24]=[CH:23][C:22]([F:25])=[CH:21][C:20]=3[CH3:26])[C:13]=2[CH:12]=[CH:11][C:10]1=[O:31].